Dataset: Catalyst prediction with 721,799 reactions and 888 catalyst types from USPTO. Task: Predict which catalyst facilitates the given reaction. Product: [NH:33]1[CH:37]=[CH:36][N:35]=[C:34]1[CH2:38][NH:1][CH2:2][C:3]1[CH:4]=[CH:5][C:6]2[N:10]=[C:9]([CH2:11][CH2:12][CH2:13][CH2:14][N:15]([CH2:16][CH2:17][CH3:18])[CH2:19][CH2:20][CH3:21])[N:8]([CH2:22][CH2:23][CH3:24])[C:7]=2[CH:25]=1. The catalyst class is: 5. Reactant: [NH2:1][CH2:2][C:3]1[CH:4]=[CH:5][C:6]2[N:10]=[C:9]([CH2:11][CH2:12][CH2:13][CH2:14][N:15]([CH2:19][CH2:20][CH3:21])[CH2:16][CH2:17][CH3:18])[N:8]([CH2:22][CH2:23][CH3:24])[C:7]=2[CH:25]=1.C(OC)(OC)OC.[NH:33]1[CH:37]=[CH:36][N:35]=[C:34]1[CH:38]=O.[BH4-].[Na+].